Dataset: Reaction yield outcomes from USPTO patents with 853,638 reactions. Task: Predict the reaction yield, written as a fraction of the theoretical maximum amount of product (1.0 means a 100% yield; for example, 0.34 means a 34% yield). The reactants are [Cl:1][C:2]1[CH:7]=[C:6]([Cl:8])[CH:5]=[CH:4][C:3]=1[C:9]1[N:10]=[C:11]([CH2:14][CH2:15][CH2:16][C:17]2[CH:22]=[CH:21][C:20]([I:23])=[CH:19][CH:18]=2)[NH:12][CH:13]=1.Br[CH2:25][C:26]1[CH:35]=[CH:34][C:29]([C:30]([O:32][CH3:33])=[O:31])=[CH:28][CH:27]=1. No catalyst specified. The product is [CH3:33][O:32][C:30](=[O:31])[C:29]1[CH:34]=[CH:35][C:26]([CH2:25][N:12]2[CH:13]=[C:9]([C:3]3[CH:4]=[CH:5][C:6]([Cl:8])=[CH:7][C:2]=3[Cl:1])[N:10]=[C:11]2[CH2:14][CH2:15][CH2:16][C:17]2[CH:18]=[CH:19][C:20]([I:23])=[CH:21][CH:22]=2)=[CH:27][CH:28]=1. The yield is 0.610.